This data is from Forward reaction prediction with 1.9M reactions from USPTO patents (1976-2016). The task is: Predict the product of the given reaction. (1) Given the reactants [F:1][C:2]1[CH:3]=[C:4]([CH:29]=[C:30]([N:32]2[CH2:37][CH2:36][CH2:35][CH2:34][CH2:33]2)[CH:31]=1)[C:5]([NH:7][C:8]1[C:17]2[C:12](=[CH:13][CH:14]=[CH:15][CH:16]=2)[C:11]([O:18][C:19]2[CH:24]=[CH:23][N:22]=[C:21](S(C)(=O)=O)[N:20]=2)=[CH:10][CH:9]=1)=[O:6].[O:38]1[C:42]2([CH2:47][CH2:46][NH:45][CH2:44][CH2:43]2)[O:41][CH2:40][CH2:39]1, predict the reaction product. The product is: [O:38]1[C:42]2([CH2:47][CH2:46][N:45]([C:21]3[N:20]=[C:19]([O:18][C:11]4[C:12]5[C:17](=[CH:16][CH:15]=[CH:14][CH:13]=5)[C:8]([NH:7][C:5](=[O:6])[C:4]5[CH:29]=[C:30]([N:32]6[CH2:37][CH2:36][CH2:35][CH2:34][CH2:33]6)[CH:31]=[C:2]([F:1])[CH:3]=5)=[CH:9][CH:10]=4)[CH:24]=[CH:23][N:22]=3)[CH2:44][CH2:43]2)[O:41][CH2:40][CH2:39]1. (2) Given the reactants Cl.CN(C)CCCN=C=NCC.[C:13]1([S:23]([NH2:26])(=[O:25])=[O:24])[C:14]([S:19]([NH2:22])(=[O:21])=[O:20])=[CH:15][CH:16]=[CH:17][CH:18]=1.[Cl:27][C:28]1[C:36]([F:37])=[CH:35][C:31]([C:32](O)=[O:33])=[CH:30][N:29]=1.O, predict the reaction product. The product is: [Cl:27][C:28]1[C:36]([F:37])=[CH:35][C:31]([C:32]([NH:22][S:19]([C:14]2[CH:15]=[CH:16][CH:17]=[CH:18][C:13]=2[S:23](=[O:25])(=[O:24])[NH2:26])(=[O:21])=[O:20])=[O:33])=[CH:30][N:29]=1. (3) Given the reactants [Br:1][C:2]1[CH:3]=[CH:4][C:5]([O:25]C)=[C:6]([C:8]2[CH:13]=[CH:12][CH:11]=[CH:10][C:9]=2[C:14]2[N:19]=[C:18]([C:20]([O:22]CC)=[O:21])[CH:17]=[CH:16][CH:15]=2)[CH:7]=1.B(Br)(Br)Br, predict the reaction product. The product is: [Br:1][C:2]1[CH:3]=[CH:4][C:5]([OH:25])=[C:6]([C:8]2[CH:13]=[CH:12][CH:11]=[CH:10][C:9]=2[C:14]2[N:19]=[C:18]([C:20]([OH:22])=[O:21])[CH:17]=[CH:16][CH:15]=2)[CH:7]=1. (4) Given the reactants [O:1]=[C:2]1[C:11]2[C:6](=[CH:7][CH:8]=[C:9]([C:12]([OH:14])=O)[CH:10]=2)[N:5]=[CH:4][NH:3]1.C(Cl)(=O)C([Cl:18])=O.CN(C=O)C, predict the reaction product. The product is: [O:1]=[C:2]1[C:11]2[C:6](=[CH:7][CH:8]=[C:9]([C:12]([Cl:18])=[O:14])[CH:10]=2)[N:5]=[CH:4][NH:3]1. (5) Given the reactants [H-].[Al+3].[Li+].[H-].[H-].[H-].C(O)C.[Si:10]([O:17][C@@H:18]([CH3:51])[CH2:19][CH2:20][CH2:21][C:22](=[O:50])/[CH:23]=[CH:24]/[C@H:25]1[C@H:29]([O:30][CH:31]2[CH2:36][CH2:35][CH2:34][CH2:33][O:32]2)[CH2:28][C@@H:27]([Cl:37])[C@@H:26]1[CH2:38][CH2:39][CH2:40][C:41]1[S:45][C:44]([C:46]([O:48][CH3:49])=[O:47])=[CH:43][CH:42]=1)([C:13]([CH3:16])([CH3:15])[CH3:14])([CH3:12])[CH3:11], predict the reaction product. The product is: [Si:10]([O:17][C@@H:18]([CH3:51])[CH2:19][CH2:20][CH2:21][C@H:22]([OH:50])/[CH:23]=[CH:24]/[C@H:25]1[C@H:29]([O:30][CH:31]2[CH2:36][CH2:35][CH2:34][CH2:33][O:32]2)[CH2:28][C@@H:27]([Cl:37])[C@@H:26]1[CH2:38][CH2:39][CH2:40][C:41]1[S:45][C:44]([C:46]([O:48][CH3:49])=[O:47])=[CH:43][CH:42]=1)([C:13]([CH3:16])([CH3:15])[CH3:14])([CH3:12])[CH3:11]. (6) Given the reactants [CH3:1][C:2]1[CH:7]=[C:6]([C:8](O)=[O:9])[CH:5]=[CH:4][C:3]=1[C:11]1[CH:16]=[CH:15][C:14]([C:17]([F:20])([F:19])[F:18])=[CH:13][CH:12]=1.N1(C(N2C=CN=C2)=O)C=CN=C1.Cl.[CH3:34][O:35][NH:36][CH3:37].C(N(CC)CC)C.CONC, predict the reaction product. The product is: [CH3:34][O:35][N:36]([CH3:37])[C:8]([C:6]1[CH:5]=[CH:4][C:3]([C:11]2[CH:12]=[CH:13][C:14]([C:17]([F:20])([F:19])[F:18])=[CH:15][CH:16]=2)=[C:2]([CH3:1])[CH:7]=1)=[O:9]. (7) Given the reactants [CH2:1]([N:8]1[CH:17]=[C:16]([C:18]2[CH:23]=[C:22]([F:24])[C:21]([F:25])=[C:20]([F:26])[CH:19]=2)[C:15]2[C:10](=[CH:11][CH:12]=[C:13]([O:27]C)[CH:14]=2)[C:9]1=[O:29])[C:2]1[CH:7]=[CH:6][CH:5]=[CH:4][CH:3]=1.ClC1C=CC=CC=1.B(Br)(Br)Br.O, predict the reaction product. The product is: [CH2:1]([N:8]1[CH:17]=[C:16]([C:18]2[CH:23]=[C:22]([F:24])[C:21]([F:25])=[C:20]([F:26])[CH:19]=2)[C:15]2[C:10](=[CH:11][CH:12]=[C:13]([OH:27])[CH:14]=2)[C:9]1=[O:29])[C:2]1[CH:3]=[CH:4][CH:5]=[CH:6][CH:7]=1. (8) Given the reactants C(O)(C(F)(F)F)=O.C([O:12][C:13](=[O:50])[C@@H:14]([NH:39][S:40]([C:43]1[CH:48]=[CH:47][C:46]([Br:49])=[CH:45][CH:44]=1)(=[O:42])=[O:41])[CH2:15][NH:16][C:17]1[C:18]2[CH:26]=[CH:25][N:24]([CH2:27][CH2:28][CH2:29][C:30](=[O:38])[NH:31][C:32]3[NH:33][CH2:34][CH2:35][CH2:36][N:37]=3)[C:19]=2[N:20]=[C:21]([CH3:23])[N:22]=1)(C)(C)C, predict the reaction product. The product is: [CH3:23][C:21]1[N:22]=[C:17]([NH:16][CH2:15][C@H:14]([NH:39][S:40]([C:43]2[CH:44]=[CH:45][C:46]([Br:49])=[CH:47][CH:48]=2)(=[O:42])=[O:41])[C:13]([OH:50])=[O:12])[C:18]2[CH:26]=[CH:25][N:24]([CH2:27][CH2:28][CH2:29][C:30](=[O:38])[NH:31][C:32]3[NH:33][CH2:34][CH2:35][CH2:36][N:37]=3)[C:19]=2[N:20]=1. (9) Given the reactants FC1C=C(C(N)=O)C2OC(C3C=CC(C[N:17](C)C)=CC=3)=CC=2C=1.[F:24][C:25]1[CH:26]=[C:27]([C:45]([O:47]C)=O)[C:28]2[O:32][C:31]([C:33]3[CH:38]=[CH:37][C:36]([CH2:39][NH:40][CH:41]([CH3:43])[CH3:42])=[CH:35][CH:34]=3)=[CH:30][C:29]=2[CH:44]=1, predict the reaction product. The product is: [F:24][C:25]1[CH:26]=[C:27]([C:45]([NH2:17])=[O:47])[C:28]2[O:32][C:31]([C:33]3[CH:38]=[CH:37][C:36]([CH2:39][NH:40][CH:41]([CH3:43])[CH3:42])=[CH:35][CH:34]=3)=[CH:30][C:29]=2[CH:44]=1. (10) Given the reactants [C:1]([OH:6])(=O)[C@@H:2]([CH3:4])[OH:3].[Cl:7][C:8]1[CH:9]=[C:10]([NH:22][C:23]2[C:32]3[C:27](=[CH:28][CH:29]=[CH:30][C:31]=3[O:33][CH2:34][C@H:35]3[CH2:39][CH2:38][CH2:37][NH:36]3)[N:26]=[CH:25][N:24]=2)[CH:11]=[CH:12][C:13]=1[O:14][CH2:15][C:16]1[CH:21]=[CH:20][CH:19]=[CH:18][N:17]=1, predict the reaction product. The product is: [Cl:7][C:8]1[CH:9]=[C:10]([NH:22][C:23]2[C:32]3[C:27](=[CH:28][CH:29]=[CH:30][C:31]=3[O:33][CH2:34][C@H:35]3[CH2:39][CH2:38][CH2:37][N:36]3[C:1](=[O:6])[C@H:2]([OH:3])[CH3:4])[N:26]=[CH:25][N:24]=2)[CH:11]=[CH:12][C:13]=1[O:14][CH2:15][C:16]1[CH:21]=[CH:20][CH:19]=[CH:18][N:17]=1.